Dataset: Peptide-MHC class II binding affinity with 134,281 pairs from IEDB. Task: Regression. Given a peptide amino acid sequence and an MHC pseudo amino acid sequence, predict their binding affinity value. This is MHC class II binding data. The peptide sequence is SMQKTIPLVALTLTS. The MHC is HLA-DQA10201-DQB10303 with pseudo-sequence HLA-DQA10201-DQB10303. The binding affinity (normalized) is 0.582.